Dataset: NCI-60 drug combinations with 297,098 pairs across 59 cell lines. Task: Regression. Given two drug SMILES strings and cell line genomic features, predict the synergy score measuring deviation from expected non-interaction effect. (1) Drug 1: C#CCC(CC1=CN=C2C(=N1)C(=NC(=N2)N)N)C3=CC=C(C=C3)C(=O)NC(CCC(=O)O)C(=O)O. Drug 2: COCCOC1=C(C=C2C(=C1)C(=NC=N2)NC3=CC=CC(=C3)C#C)OCCOC.Cl. Cell line: OVCAR3. Synergy scores: CSS=3.97, Synergy_ZIP=-2.37, Synergy_Bliss=1.40, Synergy_Loewe=-7.30, Synergy_HSA=-5.94. (2) Drug 1: C1C(C(OC1N2C=NC(=NC2=O)N)CO)O. Drug 2: CC12CCC3C(C1CCC2OP(=O)(O)O)CCC4=C3C=CC(=C4)OC(=O)N(CCCl)CCCl.[Na+]. Cell line: SK-MEL-28. Synergy scores: CSS=8.81, Synergy_ZIP=-0.0832, Synergy_Bliss=1.78, Synergy_Loewe=-93.0, Synergy_HSA=0.0220. (3) Drug 1: C1=NC(=NC(=O)N1C2C(C(C(O2)CO)O)O)N. Drug 2: CN(CCCl)CCCl.Cl. Cell line: K-562. Synergy scores: CSS=62.7, Synergy_ZIP=-2.17, Synergy_Bliss=-2.38, Synergy_Loewe=0.533, Synergy_HSA=3.51. (4) Drug 1: CC12CCC3C(C1CCC2=O)CC(=C)C4=CC(=O)C=CC34C. Drug 2: CC1CCCC2(C(O2)CC(NC(=O)CC(C(C(=O)C(C1O)C)(C)C)O)C(=CC3=CSC(=N3)C)C)C. Cell line: LOX IMVI. Synergy scores: CSS=25.2, Synergy_ZIP=2.39, Synergy_Bliss=0.448, Synergy_Loewe=1.36, Synergy_HSA=1.33.